Dataset: Reaction yield outcomes from USPTO patents with 853,638 reactions. Task: Predict the reaction yield, written as a fraction of the theoretical maximum amount of product (1.0 means a 100% yield; for example, 0.34 means a 34% yield). The reactants are [Cl:1][C:2]1[CH:3]=[C:4]([C:8]2[N:12]=[C:11]([C@H:13]([OH:15])[CH3:14])[O:10][N:9]=2)[CH:5]=[CH:6][CH:7]=1.[CH3:16][N:17]1[C:21](S(C)(=O)=O)=[N:20][N:19]=[C:18]1[C:26]1[CH:31]=[CH:30][N:29]=[CH:28][CH:27]=1.C(=O)([O-])[O-].[Cs+].[Cs+]. The catalyst is O. The product is [Cl:1][C:2]1[CH:3]=[C:4]([C:8]2[N:12]=[C:11]([CH:13]([O:15][C:21]3[N:17]([CH3:16])[C:18]([C:26]4[CH:31]=[CH:30][N:29]=[CH:28][CH:27]=4)=[N:19][N:20]=3)[CH3:14])[O:10][N:9]=2)[CH:5]=[CH:6][CH:7]=1. The yield is 0.830.